From a dataset of Reaction yield outcomes from USPTO patents with 853,638 reactions. Predict the reaction yield, written as a fraction of the theoretical maximum amount of product (1.0 means a 100% yield; for example, 0.34 means a 34% yield). The yield is 0.920. The product is [CH3:3][CH:1]([C:4]1[CH:5]=[C:6]([C:13]2[C:17]([CH2:18][N:19]([CH3:31])[CH2:20][CH2:21][NH:22][CH3:23])=[CH:16][NH:15][N:14]=2)[CH:7]=[C:8]([CH:10]([CH3:11])[CH3:12])[CH:9]=1)[CH3:2]. The reactants are [CH:1]([C:4]1[CH:5]=[C:6]([C:13]2[C:17]([CH2:18][N:19]([CH3:31])[CH2:20][CH2:21][N:22](C)[C:23](=O)OC(C)(C)C)=[CH:16][N:15](C3CCCCO3)[N:14]=2)[CH:7]=[C:8]([CH:10]([CH3:12])[CH3:11])[CH:9]=1)([CH3:3])[CH3:2].Cl. The catalyst is O1CCOCC1.